From a dataset of hERG potassium channel inhibition data for cardiac toxicity prediction from Karim et al.. Regression/Classification. Given a drug SMILES string, predict its toxicity properties. Task type varies by dataset: regression for continuous values (e.g., LD50, hERG inhibition percentage) or binary classification for toxic/non-toxic outcomes (e.g., AMES mutagenicity, cardiotoxicity, hepatotoxicity). Dataset: herg_karim. (1) The drug is CCc1nc2c(C)cc(N3CCN(CC(=O)N4CC(O)C4)CC3)cn2c1N(C)c1nc(-c2ccc(F)cc2)c(C#N)s1. The result is 0 (non-blocker). (2) The molecule is CCNC(=O)[C@@H]1C[C@@H](NC(=O)c2cc(CC)nn2C)CN1C(=O)c1coc2ccccc12. The result is 0 (non-blocker). (3) The compound is N[C@H](C(=O)N1CCCC1)C1CCC(NC(=O)c2ccc(OC(F)(F)F)cc2)CC1. The result is 1 (blocker).